Task: Regression. Given two drug SMILES strings and cell line genomic features, predict the synergy score measuring deviation from expected non-interaction effect.. Dataset: NCI-60 drug combinations with 297,098 pairs across 59 cell lines Drug 1: CN1C(=O)N2C=NC(=C2N=N1)C(=O)N. Drug 2: CC1(CCCN1)C2=NC3=C(C=CC=C3N2)C(=O)N. Cell line: HT29. Synergy scores: CSS=-0.412, Synergy_ZIP=12.3, Synergy_Bliss=14.5, Synergy_Loewe=11.2, Synergy_HSA=9.45.